Dataset: Full USPTO retrosynthesis dataset with 1.9M reactions from patents (1976-2016). Task: Predict the reactants needed to synthesize the given product. (1) Given the product [C:13]([O:17][C:18]([N:20]1[CH2:25][CH2:24][CH2:23][CH2:22][CH2:21]1)=[O:19])([CH3:16])([CH3:14])[CH3:15], predict the reactants needed to synthesize it. The reactants are: C(C1C=CC(S(Cl)(=O)=O)=CC=1)#N.[C:13]([O:17][C:18]([N:20]1[CH2:25][CH2:24][CH:23](CNC)[CH2:22][CH2:21]1)=[O:19])([CH3:16])([CH3:15])[CH3:14].C(N(CC)CC)C. (2) Given the product [F:35][C:2]([F:1])([C:29]1[CH:34]=[CH:33][CH:32]=[CH:31][CH:30]=1)[CH2:3][O:4][CH2:5][CH2:6][CH2:7][CH2:8][CH2:9][CH2:10][NH:11][CH2:15][C@@H:14]([C:16]1[CH:27]=[CH:26][C:19]2[O:20][C:21]([CH3:25])([CH3:24])[O:22][CH2:23][C:18]=2[CH:17]=1)[OH:13], predict the reactants needed to synthesize it. The reactants are: [F:1][C:2]([F:35])([C:29]1[CH:34]=[CH:33][CH:32]=[CH:31][CH:30]=1)[CH2:3][O:4][CH2:5][CH2:6][CH2:7][CH2:8][CH2:9][CH2:10][N:11]1[CH2:15][C@@H:14]([C:16]2[CH:27]=[CH:26][C:19]3[O:20][C:21]([CH3:25])([CH3:24])[O:22][CH2:23][C:18]=3[CH:17]=2)[O:13]C1=O.C[Si](C)(C)[O-].[K+].[Cl-].[NH4+]. (3) Given the product [C:8]12([CH2:9][CH2:10][C:5](=[O:4])[CH2:6][CH2:7]1)[C:11]1[C:12](=[CH:13][CH:14]=[CH:15][CH:16]=1)[CH2:17][O:18]2, predict the reactants needed to synthesize it. The reactants are: O1[C:5]2([CH2:10][CH2:9][C:8]([C:11]3[CH:16]=[CH:15][CH:14]=[CH:13][C:12]=3[CH2:17][OH:18])=[CH:7][CH2:6]2)[O:4]CC1.C(O)(C(F)(F)F)=O. (4) Given the product [C:17]([O:16][C:14]([CH2:13][O:12][C:9]1[CH:8]=[CH:7][C:6]([CH2:5][CH2:4][C:3]([OH:21])=[O:2])=[CH:11][CH:10]=1)=[O:15])([CH3:20])([CH3:18])[CH3:19], predict the reactants needed to synthesize it. The reactants are: C[O:2][C:3](=[O:21])[CH2:4][CH2:5][C:6]1[CH:11]=[CH:10][C:9]([O:12][CH2:13][C:14]([O:16][C:17]([CH3:20])([CH3:19])[CH3:18])=[O:15])=[CH:8][CH:7]=1.[OH-].[Li+].Cl.CCOC(C)=O. (5) The reactants are: C[O:2][C:3](=[O:38])[C:4]1[CH:9]=[CH:8][C:7]([CH:10]2[CH:12]([C:13](=[O:25])[C:14]3[CH:19]=[CH:18][C:17]([O:20][C:21]([F:24])([F:23])[F:22])=[CH:16][CH:15]=3)[CH:11]2[C:26]2[CH:31]=[CH:30][C:29]([CH:32]3[CH2:37][CH2:36][CH2:35][CH2:34][CH2:33]3)=[CH:28][CH:27]=2)=[CH:6][CH:5]=1.C[Si](C)(C)[O-].[K+]. Given the product [CH:32]1([C:29]2[CH:28]=[CH:27][C:26]([CH:11]3[CH:12]([C:13](=[O:25])[C:14]4[CH:19]=[CH:18][C:17]([O:20][C:21]([F:22])([F:23])[F:24])=[CH:16][CH:15]=4)[CH:10]3[C:7]3[CH:6]=[CH:5][C:4]([C:3]([OH:38])=[O:2])=[CH:9][CH:8]=3)=[CH:31][CH:30]=2)[CH2:37][CH2:36][CH2:35][CH2:34][CH2:33]1, predict the reactants needed to synthesize it. (6) Given the product [Cl:1][C:2]1[N:3]=[N:4][C:5]([O:8][C:9]2[CH:14]=[CH:13][C:12]([CH2:15][OH:16])=[CH:11][CH:10]=2)=[CH:6][CH:7]=1, predict the reactants needed to synthesize it. The reactants are: [Cl:1][C:2]1[N:3]=[N:4][C:5]([O:8][C:9]2[CH:14]=[CH:13][C:12]([CH:15]=[O:16])=[CH:11][CH:10]=2)=[CH:6][CH:7]=1.[BH4-].[Na+].O. (7) Given the product [Cl:1][C:2]1[C:9]([CH3:10])=[C:8]([CH:19]=[O:20])[CH:7]=[CH:6][C:3]=1[C:4]#[N:5], predict the reactants needed to synthesize it. The reactants are: [Cl:1][C:2]1[C:9]([CH3:10])=[C:8](I)[CH:7]=[CH:6][C:3]=1[C:4]#[N:5].C([Mg]Cl)(C)C.C1C[O:20][CH2:19]C1.CN(C=O)C.Cl. (8) Given the product [Cl:1][C:2]1[C:7]([C:8]2[CH:13]=[CH:12][C:11]([Cl:14])=[CH:10][C:9]=2[C:15]([F:17])([F:18])[F:16])=[CH:6][C:5]2[NH:19][C:25]([C:24]([F:28])([F:29])[C:23]([F:30])([F:31])[C:22]([F:33])([F:32])[F:21])=[N:20][C:4]=2[CH:3]=1, predict the reactants needed to synthesize it. The reactants are: [Cl:1][C:2]1[CH:3]=[C:4]([NH2:20])[C:5]([NH2:19])=[CH:6][C:7]=1[C:8]1[CH:13]=[CH:12][C:11]([Cl:14])=[CH:10][C:9]=1[C:15]([F:18])([F:17])[F:16].[F:21][C:22]([F:33])([F:32])[C:23]([F:31])([F:30])[C:24]([F:29])([F:28])[C:25](O)=O.